Predict the reactants needed to synthesize the given product. From a dataset of Full USPTO retrosynthesis dataset with 1.9M reactions from patents (1976-2016). (1) Given the product [CH:62]([OH:64])=[O:63].[Cl:32][C:33]1[CH:42]=[CH:41][C:40](/[CH:39]=[CH:38]/[S:43]([NH:46][C@H:47]2[CH2:51][CH2:50][N:49]([C:52]3[CH:53]=[C:54]4[C:59](=[CH:60][CH:61]=3)[CH2:58][N:57]([CH3:62])[CH2:56][CH2:55]4)[C:48]2=[O:69])(=[O:45])=[O:44])=[CH:35][CH:34]=1, predict the reactants needed to synthesize it. The reactants are: N[C@H]1CCN(C2C=C3C(=CC=2)CN(C)CC3)C1=O.ClC1C=CC(/C=C/S(Cl)(=O)=O)=CC=1.[Cl:32][C:33]1[CH:34]=[C:35]2[C:40](=[CH:41][CH:42]=1)[CH:39]=[C:38]([S:43]([NH:46][C@H:47]1[CH2:51][CH2:50][N:49]([C:52]3[CH:53]=[C:54]4[C:59](=[CH:60][CH:61]=3)[CH2:58][N:57]([C:62]([O:64]C(C)(C)C)=[O:63])[CH2:56][CH2:55]4)[C:48]1=[O:69])(=[O:45])=[O:44])C=C2. (2) Given the product [Cl:1][C:2]1[CH:7]=[C:6]([NH:8][C:9]2[C:18]3[C:13](=[CH:14][CH:15]=[CH:16][C:17]=3[O:19][CH2:20][CH:21]3[CH2:26][CH2:25][N:24]([C:27](=[O:30])[CH2:28][OH:29])[CH2:23][CH2:22]3)[N:12]=[CH:11][N:10]=2)[CH:5]=[CH:4][C:3]=1[O:31][CH2:39][C:34]1[CH:35]=[CH:36][CH:37]=[CH:38][N:33]=1, predict the reactants needed to synthesize it. The reactants are: [Cl:1][C:2]1[CH:7]=[C:6]([NH:8][C:9]2[C:18]3[C:13](=[CH:14][CH:15]=[CH:16][C:17]=3[O:19][CH2:20][CH:21]3[CH2:26][CH2:25][N:24]([C:27](=[O:30])[CH2:28][OH:29])[CH2:23][CH2:22]3)[N:12]=[CH:11][N:10]=2)[CH:5]=[CH:4][C:3]=1[OH:31].Cl.[N:33]1[CH:38]=[CH:37][CH:36]=[CH:35][C:34]=1[CH2:39]Cl. (3) Given the product [F:35][C:24]1[CH:25]=[C:26]([C:29]2[CH:30]=[N:31][N:32]([CH3:34])[CH:33]=2)[CH:27]=[CH:28][C:23]=1[C:20]1([C:17]2[N:13]3[CH2:14][CH2:15][S:16][C@:10]([CH2:9][OH:8])([CH3:36])[CH2:11][C:12]3=[N:19][N:18]=2)[CH2:21][CH2:22]1, predict the reactants needed to synthesize it. The reactants are: [Si]([O:8][CH2:9][C@:10]1([CH3:36])[S:16][CH2:15][CH2:14][N:13]2[C:17]([C:20]3([C:23]4[CH:28]=[CH:27][C:26]([C:29]5[CH:30]=[N:31][N:32]([CH3:34])[CH:33]=5)=[CH:25][C:24]=4[F:35])[CH2:22][CH2:21]3)=[N:18][N:19]=[C:12]2[CH2:11]1)(C(C)(C)C)(C)C.Cl. (4) Given the product [OH:35][C:29]1([C:26]2[CH:27]=[CH:28][N:23]=[CH:24][CH:25]=2)[CH2:30][CH2:31][N:32]([C:19](=[O:21])[CH2:18][O:17][CH2:16][CH2:15][N:13]([CH3:14])[S:10]([C:6]2[C:5]([CH3:22])=[CH:4][C:3]([O:2][CH3:1])=[CH:8][C:7]=2[CH3:9])(=[O:11])=[O:12])[CH2:33][CH2:34]1, predict the reactants needed to synthesize it. The reactants are: [CH3:1][O:2][C:3]1[CH:8]=[C:7]([CH3:9])[C:6]([S:10]([N:13]([CH2:15][CH2:16][O:17][CH2:18][C:19]([OH:21])=O)[CH3:14])(=[O:12])=[O:11])=[C:5]([CH3:22])[CH:4]=1.[N:23]1[CH:28]=[CH:27][C:26]([C:29]2([OH:35])[CH2:34][CH2:33][NH:32][CH2:31][CH2:30]2)=[CH:25][CH:24]=1.C(=O)(O)[O-].[Na+]. (5) Given the product [F:1][C:2]1[CH:3]=[CH:4][C:5]([CH2:6][O:7][CH2:8][C:9]([NH:11][CH2:12][CH2:13][CH2:14][CH2:15][CH2:16][C:17]([NH:22][CH2:23][C@H:24]([OH:25])[C:26]2[CH:31]=[CH:30][CH:29]=[CH:28][CH:27]=2)=[O:19])=[O:10])=[CH:20][CH:21]=1, predict the reactants needed to synthesize it. The reactants are: [F:1][C:2]1[CH:21]=[CH:20][C:5]([CH2:6][O:7][CH2:8][C:9]([NH:11][CH2:12][CH2:13][CH2:14][CH2:15][CH2:16][C:17]([OH:19])=O)=[O:10])=[CH:4][CH:3]=1.[NH2:22][CH2:23][C@@H:24]([C:26]1[CH:31]=[CH:30][CH:29]=[CH:28][CH:27]=1)[OH:25].C(N(CC)CC)C.